Dataset: Forward reaction prediction with 1.9M reactions from USPTO patents (1976-2016). Task: Predict the product of the given reaction. Given the reactants [O:1]=[CH:2][C:3]1[CH:11]=[CH:10][C:7]([O:8][CH3:9])=[C:5]([OH:6])[CH:4]=1.[OH-:12].[Na+].OO, predict the reaction product. The product is: [OH:6][C:5]1[CH:4]=[C:3]([CH:11]=[CH:10][C:7]=1[O:8][CH3:9])[C:2]([OH:12])=[O:1].